Dataset: Full USPTO retrosynthesis dataset with 1.9M reactions from patents (1976-2016). Task: Predict the reactants needed to synthesize the given product. (1) Given the product [C:1]1([CH2:7][CH2:8][CH2:9][CH:10]([CH2:16][C:17]2[CH:22]=[CH:21][C:20]([O:23][CH2:24][CH2:25][NH:26][C:27](=[O:40])[C:28]3[CH:29]=[CH:30][C:31]([C:34]4[CH:39]=[CH:38][CH:37]=[CH:36][N:35]=4)=[CH:32][CH:33]=3)=[CH:19][CH:18]=2)[C:11]([OH:13])=[O:12])[CH:6]=[CH:5][CH:4]=[CH:3][CH:2]=1, predict the reactants needed to synthesize it. The reactants are: [C:1]1([CH2:7][CH2:8][CH2:9][CH:10]([CH2:16][C:17]2[CH:22]=[CH:21][C:20]([O:23][CH2:24][CH2:25][NH:26][C:27](=[O:40])[C:28]3[CH:33]=[CH:32][C:31]([C:34]4[CH:39]=[CH:38][CH:37]=[CH:36][N:35]=4)=[CH:30][CH:29]=3)=[CH:19][CH:18]=2)[C:11]([O:13]CC)=[O:12])[CH:6]=[CH:5][CH:4]=[CH:3][CH:2]=1.[OH-].[Na+]. (2) Given the product [Cl:26][C:24]1[CH:23]=[N:22][C:5]2=[N:6][C:7]([N:8]3[CH2:13][CH2:12][N:11]([C:14]([O:16][C:17]([CH3:20])([CH3:18])[CH3:19])=[O:15])[C@@H:10]([CH3:21])[CH2:9]3)=[C:2]([NH:28][NH2:29])[N:3]=[C:4]2[CH:25]=1, predict the reactants needed to synthesize it. The reactants are: Cl[C:2]1[N:3]=[C:4]2[CH:25]=[C:24]([Cl:26])[CH:23]=[N:22][C:5]2=[N:6][C:7]=1[N:8]1[CH2:13][CH2:12][N:11]([C:14]([O:16][C:17]([CH3:20])([CH3:19])[CH3:18])=[O:15])[C@@H:10]([CH3:21])[CH2:9]1.O.[NH2:28][NH2:29]. (3) Given the product [OH:4][CH2:5][C:6]([N:8]1[CH2:9][CH2:10][N:11]([C:14]2[CH:19]=[CH:18][C:17]([N:20]3[CH2:24][C@H:23]([CH2:25][O:26][C:27]4[CH:31]=[CH:30][O:29][N:28]=4)[O:22][C:21]3=[O:32])=[CH:16][C:15]=2[F:33])[CH2:12][CH2:13]1)=[O:7], predict the reactants needed to synthesize it. The reactants are: C([O:4][CH2:5][C:6]([N:8]1[CH2:13][CH2:12][N:11]([C:14]2[CH:19]=[CH:18][C:17]([N:20]3[CH2:24][C@H:23]([CH2:25][O:26][C:27]4[CH:31]=[CH:30][O:29][N:28]=4)[O:22][C:21]3=[O:32])=[CH:16][C:15]=2[F:33])[CH2:10][CH2:9]1)=[O:7])(=O)C.C(=O)([O-])[O-].[K+].[K+]. (4) The reactants are: Cl[S:2]([N:5]=[C:6]=[O:7])(=[O:4])=[O:3].[CH3:8][C:9]([OH:12])([CH3:11])[CH3:10].C(OC(NC(NS(Cl)(=O)=O)=O)=O)(C)(C)C.[C:28]1([C:34]2[S:38][CH:37]=[C:36]([NH:39][CH:40]([CH3:45])[C:41]([O:43][CH3:44])=[O:42])[CH:35]=2)[CH:33]=[CH:32][CH:31]=[CH:30][CH:29]=1.CCN(C(C)C)C(C)C. Given the product [C:9]([O:12][C:6]([NH:5][S:2]([N:39]([C:36]1[CH:35]=[C:34]([C:28]2[CH:33]=[CH:32][CH:31]=[CH:30][CH:29]=2)[S:38][CH:37]=1)[CH:40]([CH3:45])[C:41]([O:43][CH3:44])=[O:42])(=[O:4])=[O:3])=[O:7])([CH3:11])([CH3:10])[CH3:8], predict the reactants needed to synthesize it.